From a dataset of Full USPTO retrosynthesis dataset with 1.9M reactions from patents (1976-2016). Predict the reactants needed to synthesize the given product. Given the product [CH3:1][C:2]1[N:7]2[N:8]=[C:9]([CH:11]([CH3:17])[CH2:12][C:13]([OH:15])=[O:14])[N:10]=[C:6]2[C:5]([CH3:18])=[N:4][CH:3]=1, predict the reactants needed to synthesize it. The reactants are: [CH3:1][C:2]1[N:7]2[N:8]=[C:9]([CH:11]([CH3:17])[CH2:12][C:13]([O:15]C)=[O:14])[N:10]=[C:6]2[C:5]([CH3:18])=[N:4][CH:3]=1.Cl.